Dataset: Reaction yield outcomes from USPTO patents with 853,638 reactions. Task: Predict the reaction yield, written as a fraction of the theoretical maximum amount of product (1.0 means a 100% yield; for example, 0.34 means a 34% yield). (1) The reactants are [Br:1][C:2]1[CH:3]=[C:4]2[C:9](Cl)=[C:8]([C:11]([NH2:13])=[O:12])[CH:7]=[N:6][N:5]2[CH:14]=1.[CH2:15]([NH2:18])[CH2:16][CH3:17].C(N(C(C)C)CC)(C)C.O. The catalyst is CN1CCCC1=O. The product is [Br:1][C:2]1[CH:3]=[C:4]2[C:9]([NH:18][CH2:15][CH2:16][CH3:17])=[C:8]([C:11]([NH2:13])=[O:12])[CH:7]=[N:6][N:5]2[CH:14]=1. The yield is 0.760. (2) The reactants are [C:1]([C:3]1[CH:7]=[C:6]([C:8]2[CH:13]=[CH:12][C:11]([CH2:14][NH2:15])=[CH:10][CH:9]=2)[N:5]([C:16]2[CH:21]=[CH:20][C:19]([O:22][CH3:23])=[CH:18][CH:17]=2)[N:4]=1)#[N:2].CC[N:26]([CH2:29]C)CC.[OH2:31].C(Cl)(Cl)Cl. The catalyst is C(Cl)Cl. The product is [C:1]([C:3]1[CH:7]=[C:6]([C:8]2[CH:9]=[CH:10][C:11]([CH2:14][NH:15][C:29]([NH2:26])=[O:31])=[CH:12][CH:13]=2)[N:5]([C:16]2[CH:17]=[CH:18][C:19]([O:22][CH3:23])=[CH:20][CH:21]=2)[N:4]=1)#[N:2]. The yield is 0.520. (3) The reactants are [CH3:1][O:2][C:3]([C:5]1[C:14]2[C:9](=[C:10]([NH:15][S:16]([C:19]3[CH:24]=[CH:23][CH:22]=[CH:21][C:20]=3[N+:25]([O-])=O)(=[O:18])=[O:17])[CH:11]=[CH:12][CH:13]=2)[N:8]=[CH:7][CH:6]=1)=[O:4].Cl[Sn]Cl. The catalyst is Cl.CO. The product is [CH3:1][O:2][C:3]([C:5]1[C:14]2[C:9](=[C:10]([NH:15][S:16]([C:19]3[CH:24]=[CH:23][CH:22]=[CH:21][C:20]=3[NH2:25])(=[O:18])=[O:17])[CH:11]=[CH:12][CH:13]=2)[N:8]=[CH:7][CH:6]=1)=[O:4]. The yield is 0.500. (4) The reactants are C[O:2][C:3]([C:5]1[C:18]2[C:17](=O)[C:16]3[C:11](=[CH:12][CH:13]=C(CBr)[CH:15]=3)[O:10][C:9]=2[CH:8]=[CH:7][CH:6]=1)=O.[NH2:22][NH2:23].[CH2:24]([OH:26])[CH3:25]. The catalyst is O.CC(C)=O.[N+]([O-])([O-])=O.[Ag+]. The product is [OH:26][CH2:24][C:25]1[CH:13]=[CH:12][C:11]2[O:10][C:9]3[C:18]4=[C:5]([C:3](=[O:2])[NH:22][N:23]=[C:17]4[C:16]=2[CH:15]=1)[CH:6]=[CH:7][CH:8]=3. The yield is 0.950. (5) The reactants are [CH2:1]([N:8]1[C:16]2[C:11](=[CH:12][CH:13]=[CH:14][CH:15]=2)[C@:10]2([CH2:18][C@H:17]2[C:19]2[CH:27]=[C:26]3[C:22]([CH:23]=[N:24][N:25]3[CH2:28][C:29]3[CH:34]=[CH:33][CH:32]=[CH:31][CH:30]=3)=[CH:21][CH:20]=2)[C:9]1=[O:35])[C:2]1[CH:7]=[CH:6][CH:5]=[CH:4][CH:3]=1.CS([O:40][C@@H:41](C1C=C2C(C=NN2CC2C=CC=CC=2)=CC=1)COS(C)(=O)=O)(=O)=O.C(N1C2C(=CC(OC)=CC=2)CC1=O)C1C=CC=CC=1. No catalyst specified. The product is [CH2:1]([N:8]1[C:16]2[C:11](=[CH:12][C:13]([O:40][CH3:41])=[CH:14][CH:15]=2)[C@:10]2([CH2:18][C@H:17]2[C:19]2[CH:27]=[C:26]3[C:22]([CH:23]=[N:24][N:25]3[CH2:28][C:29]3[CH:34]=[CH:33][CH:32]=[CH:31][CH:30]=3)=[CH:21][CH:20]=2)[C:9]1=[O:35])[C:2]1[CH:7]=[CH:6][CH:5]=[CH:4][CH:3]=1. The yield is 0.520. (6) The reactants are [CH:1]1([C:4]#[C:5][Si:6]([CH3:9])([CH3:8])[CH3:7])[CH2:3][CH2:2]1.[Li][CH2:11]CCC.S(OC)(OC)(=O)=O. The catalyst is CCOCC. The product is [CH3:7][Si:6]([CH3:9])([CH3:8])[C:5]#[C:4][C:1]1([CH3:11])[CH2:3][CH2:2]1. The yield is 0.520.